From a dataset of Peptide-MHC class I binding affinity with 185,985 pairs from IEDB/IMGT. Regression. Given a peptide amino acid sequence and an MHC pseudo amino acid sequence, predict their binding affinity value. This is MHC class I binding data. The MHC is HLA-A30:02 with pseudo-sequence HLA-A30:02. The binding affinity (normalized) is 0.000701. The peptide sequence is FRDYVDRFYK.